This data is from Reaction yield outcomes from USPTO patents with 853,638 reactions. The task is: Predict the reaction yield, written as a fraction of the theoretical maximum amount of product (1.0 means a 100% yield; for example, 0.34 means a 34% yield). (1) No catalyst specified. The yield is 0.232. The reactants are [NH2:1][C@@H:2]([CH3:18])[CH2:3][N:4]1[CH:8]=[CH:7][C:6]([C:9]2[CH:16]=[CH:15][C:12]([C:13]#[N:14])=[C:11]([Cl:17])[CH:10]=2)=[N:5]1.[OH:19][C:20]1([C:25]2[O:29][N:28]=[C:27]([C:30](O)=[O:31])[CH:26]=2)[CH2:24][CH2:23][CH2:22][CH2:21]1. The product is [Cl:17][C:11]1[CH:10]=[C:9]([C:6]2[CH:7]=[CH:8][N:4]([CH2:3][C@@H:2]([NH:1][C:30]([C:27]3[CH:26]=[C:25]([C:20]4([OH:19])[CH2:24][CH2:23][CH2:22][CH2:21]4)[O:29][N:28]=3)=[O:31])[CH3:18])[N:5]=2)[CH:16]=[CH:15][C:12]=1[C:13]#[N:14]. (2) The reactants are [CH3:1][CH:2]([C:8](=O)[CH3:9])[C:3]([O:5]CC)=O.[C:11]([CH2:13][C:14]([NH2:16])=[O:15])#[N:12].[OH-].[K+].Cl. The catalyst is CO. The product is [OH:15][C:14]1[N:16]=[C:3]([OH:5])[C:2]([CH3:1])=[C:8]([CH3:9])[C:13]=1[C:11]#[N:12]. The yield is 0.940. (3) The reactants are CC(OI1(OC(C)=O)(OC(C)=O)[O:14][C:12](=O)[C:11]2[CH:10]=[CH:9][CH:8]=[CH:7][C:6]1=2)=O. The catalyst is O. The product is [CH3:7][C:6]1[O:14][C:12]([C:11]2[CH:6]=[CH:7][CH:8]=[CH:9][CH:10]=2)=[CH:10][C:11]=1[CH:12]=[O:14]. The yield is 0.780. (4) The reactants are [CH3:1][C:2]1[CH:3]=[CH:4][CH:5]=[C:6]2[C:10]=1[NH:9][CH:8]=[CH:7]2.[H-].[Na+].[C:13](O[C:13]([O:15][C:16]([CH3:19])([CH3:18])[CH3:17])=[O:14])([O:15][C:16]([CH3:19])([CH3:18])[CH3:17])=[O:14]. The catalyst is CN(C1C=CN=CC=1)C. The product is [CH3:1][C:2]1[CH:3]=[CH:4][CH:5]=[C:6]2[C:10]=1[N:9]([C:13]([O:15][C:16]([CH3:19])([CH3:18])[CH3:17])=[O:14])[CH:8]=[CH:7]2. The yield is 1.00. (5) The reactants are Br[CH:2]([C:4]1[O:5][C:6](=[O:21])[C:7]2[C:12]([C:13]=1[C:14]1[CH:19]=[CH:18][CH:17]=[C:16]([F:20])[CH:15]=1)=[CH:11][CH:10]=[CH:9][CH:8]=2)[CH3:3].[N:22]1[C:30]([NH2:31])=[C:29]2[C:25]([NH:26][CH:27]=[N:28]2)=[N:24][CH:23]=1.C([O-])([O-])=O.[K+].[K+]. No catalyst specified. The product is [NH2:31][C:30]1[N:22]=[CH:23][N:24]=[C:25]2[C:29]=1[N:28]=[CH:27][N:26]2[CH:2]([C:4]1[O:5][C:6](=[O:21])[C:7]2[C:12]([C:13]=1[C:14]1[CH:19]=[CH:18][CH:17]=[C:16]([F:20])[CH:15]=1)=[CH:11][CH:10]=[CH:9][CH:8]=2)[CH3:3]. The yield is 0.371. (6) The reactants are [C:1]([NH:5][C:6]1[C:7]([CH3:26])=[N:8][C:9]2[C:14]([N:15]=1)=[C:13]([C:16]1[NH:24][C:23]3[CH2:22][CH2:21][NH:20][C:19](=[O:25])[C:18]=3[CH:17]=1)[CH:12]=[CH:11][CH:10]=2)([CH3:4])([CH3:3])[CH3:2].[Cl:27]N1C(=O)CCC1=O.C(O)(C(F)(F)F)=O.C([O-])(O)=O.[Na+]. The catalyst is C(Cl)(Cl)Cl.C(Cl)Cl.CO.CC#N.O. The product is [C:1]([NH:5][C:6]1[C:7]([CH3:26])=[N:8][C:9]2[C:14]([N:15]=1)=[C:13]([C:16]1[NH:24][C:23]3[CH2:22][CH2:21][NH:20][C:19](=[O:25])[C:18]=3[C:17]=1[Cl:27])[CH:12]=[CH:11][CH:10]=2)([CH3:4])([CH3:3])[CH3:2]. The yield is 0.160. (7) The reactants are C(=O)([O-])[O-].[K+].[K+].[CH2:7](Br)[CH:8]=[CH2:9].[Cl:11][C:12]1[CH:33]=[CH:32][CH:31]=[C:30]([Cl:34])[C:13]=1[C:14]([NH:16][C@H:17]([C:26]([O:28][CH3:29])=[O:27])[CH2:18][C:19]1[CH:24]=[CH:23][C:22]([OH:25])=[CH:21][CH:20]=1)=[O:15]. The catalyst is CN(C=O)C. The product is [CH2:7]([O:25][C:22]1[CH:21]=[CH:20][C:19]([CH2:18][C@@H:17]([C:26]([O:28][CH3:29])=[O:27])[NH:16][C:14](=[O:15])[C:13]2[C:30]([Cl:34])=[CH:31][CH:32]=[CH:33][C:12]=2[Cl:11])=[CH:24][CH:23]=1)[CH:8]=[CH2:9]. The yield is 0.930. (8) No catalyst specified. The yield is 0.990. The product is [Cl:1][C:2]1[CH:3]=[C:4]([C:12]2[O:16][N:15]=[C:14]([C:17]3[CH:25]=[CH:24][CH:23]=[C:22]4[C:18]=3[CH2:19][CH2:20][NH:21]4)[N:13]=2)[CH:5]=[CH:6][C:7]=1[O:8][CH2:9][CH2:10][CH3:11]. The reactants are [Cl:1][C:2]1[CH:3]=[C:4]([C:12]2[O:16][N:15]=[C:14]([C:17]3[CH:25]=[CH:24][CH:23]=[C:22]4[C:18]=3[CH:19]=[CH:20][NH:21]4)[N:13]=2)[CH:5]=[CH:6][C:7]=1[O:8][CH2:9][CH2:10][CH3:11].C(OC1C=C(C2ON=C(C3C=CC=C4C=3C=CN4)N=2)C=CC=1OCC)C. (9) The reactants are [CH3:1][O:2][C:3](=[O:33])[C:4]1[CH:9]=[CH:8][C:7]([CH2:10][N:11]2[CH:15]=[C:14]([C:16]3[CH:21]=[CH:20][C:19]([Cl:22])=[CH:18][C:17]=3[Cl:23])[N:13]=[C:12]2/[CH:24]=[CH:25]/[C:26]2[CH:31]=[CH:30][C:29]([NH2:32])=[CH:28][CH:27]=2)=[CH:6][CH:5]=1.[CH2:34]([S:38](Cl)(=[O:40])=[O:39])[CH2:35][CH2:36][CH3:37]. No catalyst specified. The product is [CH3:1][O:2][C:3](=[O:33])[C:4]1[CH:9]=[CH:8][C:7]([CH2:10][N:11]2[CH:15]=[C:14]([C:16]3[CH:21]=[CH:20][C:19]([Cl:22])=[CH:18][C:17]=3[Cl:23])[N:13]=[C:12]2/[CH:24]=[CH:25]/[C:26]2[CH:27]=[CH:28][C:29]([NH:32][S:38]([CH2:34][CH2:35][CH2:36][CH3:37])(=[O:40])=[O:39])=[CH:30][CH:31]=2)=[CH:6][CH:5]=1. The yield is 0.570. (10) The reactants are [CH2:1]([N:5]1[C:17]2[C:16]3[CH:15]=[CH:14][CH:13]=[CH:12][C:11]=3[N:10]=[C:9](N)[C:8]=2[N:7]=[CH:6]1)[CH:2]([CH3:4])[CH3:3].[C:19]([O:23][C:24]([N:26]([CH3:43])[CH2:27][C:28]([O:30]C(=O)CN(C)C(OC(C)(C)C)=O)=[O:29])=[O:25])([CH3:22])([CH3:21])[CH3:20].C(N(CC)CC)C. The catalyst is C(OCC)(=O)C. The product is [C:24]([N:26]([CH2:27][C:28]([OH:30])=[O:29])[CH3:43])([O:23][C:19]([CH3:21])([CH3:22])[CH3:20])=[O:25].[CH2:1]([N:5]1[C:17]2[C:16]3[CH:15]=[CH:14][CH:13]=[CH:12][C:11]=3[N:10]=[C:9]([C:24]([NH2:26])=[O:23])[C:8]=2[N:7]=[CH:6]1)[CH:2]([CH3:4])[CH3:3]. The yield is 0.875.